Dataset: NCI-60 drug combinations with 297,098 pairs across 59 cell lines. Task: Regression. Given two drug SMILES strings and cell line genomic features, predict the synergy score measuring deviation from expected non-interaction effect. (1) Drug 1: C1=CC(=CC=C1CCC2=CNC3=C2C(=O)NC(=N3)N)C(=O)NC(CCC(=O)O)C(=O)O. Drug 2: COC1=NC(=NC2=C1N=CN2C3C(C(C(O3)CO)O)O)N. Cell line: OVCAR-4. Synergy scores: CSS=23.4, Synergy_ZIP=4.16, Synergy_Bliss=-5.10, Synergy_Loewe=-31.0, Synergy_HSA=-6.77. (2) Drug 1: C1=CC(=CC=C1C#N)C(C2=CC=C(C=C2)C#N)N3C=NC=N3. Drug 2: C1C(C(OC1N2C=NC(=NC2=O)N)CO)O. Cell line: HCT-15. Synergy scores: CSS=9.61, Synergy_ZIP=1.38, Synergy_Bliss=-6.53, Synergy_Loewe=-4.77, Synergy_HSA=-3.63. (3) Drug 1: CCC1(CC2CC(C3=C(CCN(C2)C1)C4=CC=CC=C4N3)(C5=C(C=C6C(=C5)C78CCN9C7C(C=CC9)(C(C(C8N6C=O)(C(=O)OC)O)OC(=O)C)CC)OC)C(=O)OC)O.OS(=O)(=O)O. Drug 2: CN1C2=C(C=C(C=C2)N(CCCl)CCCl)N=C1CCCC(=O)O.Cl. Cell line: UACC62. Synergy scores: CSS=1.76, Synergy_ZIP=-0.0588, Synergy_Bliss=-0.896, Synergy_Loewe=-0.473, Synergy_HSA=-0.880. (4) Drug 1: C1=CN(C(=O)N=C1N)C2C(C(C(O2)CO)O)O.Cl. Drug 2: COCCOC1=C(C=C2C(=C1)C(=NC=N2)NC3=CC=CC(=C3)C#C)OCCOC.Cl. Cell line: SNB-75. Synergy scores: CSS=2.28, Synergy_ZIP=-0.698, Synergy_Bliss=0.0259, Synergy_Loewe=-2.20, Synergy_HSA=-2.17. (5) Drug 1: C1=CC=C(C=C1)NC(=O)CCCCCCC(=O)NO. Drug 2: COCCOC1=C(C=C2C(=C1)C(=NC=N2)NC3=CC=CC(=C3)C#C)OCCOC.Cl. Cell line: SF-539. Synergy scores: CSS=17.0, Synergy_ZIP=-4.70, Synergy_Bliss=-1.99, Synergy_Loewe=-4.87, Synergy_HSA=0.910. (6) Drug 1: C1CNP(=O)(OC1)N(CCCl)CCCl. Synergy scores: CSS=0.817, Synergy_ZIP=-0.143, Synergy_Bliss=1.24, Synergy_Loewe=-1.09, Synergy_HSA=-1.28. Drug 2: CC(C)CN1C=NC2=C1C3=CC=CC=C3N=C2N. Cell line: MALME-3M. (7) Drug 1: CC1=CC=C(C=C1)C2=CC(=NN2C3=CC=C(C=C3)S(=O)(=O)N)C(F)(F)F. Drug 2: CC12CCC3C(C1CCC2O)C(CC4=C3C=CC(=C4)O)CCCCCCCCCS(=O)CCCC(C(F)(F)F)(F)F. Cell line: SK-MEL-5. Synergy scores: CSS=2.21, Synergy_ZIP=-1.90, Synergy_Bliss=-2.31, Synergy_Loewe=-3.30, Synergy_HSA=-2.12. (8) Drug 1: CN(CC1=CN=C2C(=N1)C(=NC(=N2)N)N)C3=CC=C(C=C3)C(=O)NC(CCC(=O)O)C(=O)O. Drug 2: CC1CCCC2(C(O2)CC(NC(=O)CC(C(C(=O)C(C1O)C)(C)C)O)C(=CC3=CSC(=N3)C)C)C. Cell line: SNB-19. Synergy scores: CSS=59.4, Synergy_ZIP=-0.660, Synergy_Bliss=-2.41, Synergy_Loewe=-3.77, Synergy_HSA=-1.07.